From a dataset of Reaction yield outcomes from USPTO patents with 853,638 reactions. Predict the reaction yield, written as a fraction of the theoretical maximum amount of product (1.0 means a 100% yield; for example, 0.34 means a 34% yield). (1) The reactants are [Br:1][C:2]1[CH:7]=[CH:6][C:5]([OH:8])=[C:4]([CH2:9][CH2:10][CH3:11])[C:3]=1[CH2:12][OH:13].O.C1(C)C=CC(S(O)(=O)=O)=CC=1.[O:26]1[CH:31]=[CH:30][CH2:29][CH2:28][CH2:27]1.O. The catalyst is ClCCl. The yield is 0.700. The product is [Br:1][C:2]1[CH:7]=[CH:6][C:5]([OH:8])=[C:4]([CH2:9][CH2:10][CH3:11])[C:3]=1[CH2:12][O:13][CH:27]1[CH2:28][CH2:29][CH2:30][CH2:31][O:26]1. (2) The reactants are [CH3:1][O:2][C:3](=[O:21])[CH2:4][CH2:5][C:6]1[CH:11]=[CH:10][C:9]([O:12][C:13]2[CH:18]=[CH:17][CH:16]=[C:15](Br)[CH:14]=2)=[CH:8][C:7]=1[CH3:20].[Cl:22][C:23]1[CH:28]=[CH:27][C:26]([OH:29])=[C:25]([O:30][C:31]2[CH:36]=[CH:35][CH:34]=[CH:33][C:32]=2[F:37])[CH:24]=1.CC(C)(C(=O)CC(=O)C(C)(C)C)C.C(=O)([O-])[O-].[Cs+].[Cs+]. The catalyst is CN1C(=O)CCC1.[Cu]Cl. The product is [CH3:1][O:2][C:3](=[O:21])[CH2:4][CH2:5][C:6]1[CH:11]=[CH:10][C:9]([O:12][C:13]2[CH:18]=[CH:17][CH:16]=[C:15]([O:29][C:26]3[CH:27]=[CH:28][C:23]([Cl:22])=[CH:24][C:25]=3[O:30][C:31]3[CH:36]=[CH:35][CH:34]=[CH:33][C:32]=3[F:37])[CH:14]=2)=[CH:8][C:7]=1[CH3:20]. The yield is 0.110. (3) The reactants are CC1(CO)C[O:4]C1.C(Br)[C:9]1[CH:14]=CC=CC=1.C[C:17]([CH3:20])([O-:19])C.[K+].[C:22]1([OH:28])[CH:27]=[CH:26][CH:25]=[CH:24][CH:23]=1.C1(N=C=NC2CCCCC2)CCCCC1. The catalyst is C1COCC1.C(OC(=O)C)C. The product is [OH:28][C:22]1[CH:27]=[CH:26][C:25]([CH:14]([CH3:9])[CH2:20][C:17]([OH:4])=[O:19])=[CH:24][CH:23]=1. The yield is 0.240. (4) The reactants are C([O:5][NH:6][C:7]([C:9]1[C:14]([NH:15][C:16]2[CH:21]=[CH:20][C:19]([Br:22])=[CH:18][C:17]=2[F:23])=[C:13]([F:24])[C:12](=[O:25])[N:11]([CH3:26])[CH:10]=1)=[O:8])(C)(C)C.C(O)(C(F)(F)F)=O. No catalyst specified. The product is [OH:5][NH:6][C:7]([C:9]1[C:14]([NH:15][C:16]2[CH:21]=[CH:20][C:19]([Br:22])=[CH:18][C:17]=2[F:23])=[C:13]([F:24])[C:12](=[O:25])[N:11]([CH3:26])[CH:10]=1)=[O:8]. The yield is 0.330.